This data is from Peptide-MHC class II binding affinity with 134,281 pairs from IEDB. The task is: Regression. Given a peptide amino acid sequence and an MHC pseudo amino acid sequence, predict their binding affinity value. This is MHC class II binding data. (1) The peptide sequence is DVSGVQAPVGAITTI. The MHC is DRB3_0101 with pseudo-sequence DRB3_0101. The binding affinity (normalized) is 0.345. (2) The peptide sequence is DANNYEQQEQASQQI. The MHC is HLA-DQA10101-DQB10501 with pseudo-sequence HLA-DQA10101-DQB10501. The binding affinity (normalized) is 0. (3) The peptide sequence is AKNMKNLVWNDELAY. The MHC is DRB5_0101 with pseudo-sequence DRB5_0101. The binding affinity (normalized) is 0. (4) The peptide sequence is KTFEREYPTIKQKKP. The MHC is HLA-DQA10501-DQB10302 with pseudo-sequence HLA-DQA10501-DQB10302. The binding affinity (normalized) is 0.